From a dataset of Full USPTO retrosynthesis dataset with 1.9M reactions from patents (1976-2016). Predict the reactants needed to synthesize the given product. (1) Given the product [Cl:8][C:9]1[CH:10]=[CH:11][C:12]([C:15]2[CH:20]=[CH:19][CH:18]=[CH:17][C:16]=2[NH:21][C:30]([C:25]2[C:24]([C:23]([F:33])([F:22])[F:34])=[N:29][CH:28]=[CH:27][N:26]=2)=[O:31])=[CH:13][CH:14]=1, predict the reactants needed to synthesize it. The reactants are: C(N(CC)CC)C.[Cl:8][C:9]1[CH:14]=[CH:13][C:12]([C:15]2[CH:20]=[CH:19][CH:18]=[CH:17][C:16]=2[NH2:21])=[CH:11][CH:10]=1.[F:22][C:23]([F:34])([F:33])[C:24]1[C:25]([C:30](Cl)=[O:31])=[N:26][CH:27]=[CH:28][N:29]=1.O. (2) Given the product [Br:10][C:4]1[CH:3]=[C:2]([S:19][CH:16]([CH3:18])[CH3:17])[CH:7]=[C:6]([CH2:8][CH3:9])[CH:5]=1, predict the reactants needed to synthesize it. The reactants are: Br[C:2]1[CH:7]=[C:6]([CH2:8][CH3:9])[CH:5]=[C:4]([Br:10])[CH:3]=1.[Li]C(C)(C)C.[CH:16]([S:19][S:19][CH:16]([CH3:18])[CH3:17])([CH3:18])[CH3:17]. (3) Given the product [Cl:32][C:29]1[S:28][C:27]([CH2:26][C:25]([NH:24][CH2:23][C@@H:22]([O:35][P:36]([OH:38])([OH:39])=[O:37])[CH2:21][O:20][C:14]2[CH:13]=[C:12]([C:9]3[CH:10]=[CH:11][C:6]([C:4]([OH:5])=[O:3])=[CH:7][CH:8]=3)[CH:17]=[CH:16][C:15]=2[C:18]#[N:19])([CH3:34])[CH3:33])=[CH:31][CH:30]=1, predict the reactants needed to synthesize it. The reactants are: C([O:3][C:4]([C:6]1[CH:11]=[CH:10][C:9]([C:12]2[CH:17]=[CH:16][C:15]([C:18]#[N:19])=[C:14]([O:20][CH2:21][C@H:22]([O:35][P:36]([OH:39])([OH:38])=[O:37])[CH2:23][NH:24][C:25]([CH3:34])([CH3:33])[CH2:26][C:27]3[S:28][C:29]([Cl:32])=[CH:30][CH:31]=3)[CH:13]=2)=[CH:8][CH:7]=1)=[O:5])C.